This data is from Retrosynthesis with 50K atom-mapped reactions and 10 reaction types from USPTO. The task is: Predict the reactants needed to synthesize the given product. (1) Given the product COc1cc(CCc2cc(NC(=O)c3ccc(N4CCCN(C(C)C)CC4)s3)[nH]n2)cc(OC)c1, predict the reactants needed to synthesize it. The reactants are: CCOC(=O)c1ccc(N2CCCN(C(C)C)CC2)s1.COc1cc(CCc2cc(N)[nH]n2)cc(OC)c1. (2) Given the product O=C(NCCN1CCOCC1)c1cccc(C(=O)Nc2ccc(N3CCCCC3)cc2-c2cc(C(=O)NCc3cccc(C(F)(F)F)c3)ccn2)c1, predict the reactants needed to synthesize it. The reactants are: NCCN1CCOCC1.O=C(O)c1cccc(C(=O)Nc2ccc(N3CCCCC3)cc2-c2cc(C(=O)NCc3cccc(C(F)(F)F)c3)ccn2)c1. (3) Given the product CCCCCCCCc1ccc(-c2ccc(C(=O)Oc3ccc(OC(=O)OCC(C)CC)cc3)cc2)cc1, predict the reactants needed to synthesize it. The reactants are: CCC(C)COC(=O)Oc1ccc(O)cc1.CCCCCCCCc1ccc(-c2ccc(C(=O)O)cc2)cc1. (4) The reactants are: CS/C(=N\C[Si](C)(C)C)c1ccc(C(=O)O)c(C)c1.NC1CSC1. Given the product CSC(=NC[Si](C)(C)C)c1ccc(C(=O)NC2CSC2)c(C)c1, predict the reactants needed to synthesize it. (5) Given the product CCCCc1nc2c(N)nc3ccccc3c2n1CCCNCc1cccc(OCC(=O)OC)c1, predict the reactants needed to synthesize it. The reactants are: CCCCc1nc2c(N)nc3ccccc3c2n1CCCN.COC(=O)COc1cccc(C=O)c1. (6) Given the product Cc1cc(C(=O)N2CCN(C(=O)OC(C)(C)C)C[C@H]2C=O)c(-c2ccccc2)n1-c1ccccc1, predict the reactants needed to synthesize it. The reactants are: Cc1cc(C(=O)N2CCN(C(=O)OC(C)(C)C)C[C@H]2CO)c(-c2ccccc2)n1-c1ccccc1. (7) Given the product COc1ccc([C@@H]2OCC(C)(C)C(C(=O)NCCC(O)C(=O)O)O2)cc1, predict the reactants needed to synthesize it. The reactants are: CCOC(=O)C(O)CCNC(=O)C1O[C@H](c2ccc(OC)cc2)OCC1(C)C. (8) Given the product CCNC(=O)c1ccc(-c2ccc(N3CCC[C@]4(CCN([C@H]5CC[C@@H](O)CC5)C4=O)C3)c(F)c2)cn1, predict the reactants needed to synthesize it. The reactants are: CCNC(=O)c1ccc(B2OC(C)(C)C(C)(C)O2)cn1.O=C1N([C@H]2CC[C@@H](O)CC2)CC[C@]12CCCN(c1ccc(Br)cc1F)C2.